This data is from Catalyst prediction with 721,799 reactions and 888 catalyst types from USPTO. The task is: Predict which catalyst facilitates the given reaction. (1) Reactant: FC(F)(F)S(O[C:7]1[CH:12]=[CH:11][CH:10]=[C:9]([CH2:13][N:14]2[C:22]3[C:17](=[C:18]([NH:23][C:24]([C:26]4[N:30]5[CH:31]=[CH:32][CH:33]=[CH:34][C:29]5=[N:28][CH:27]=4)=[O:25])[CH:19]=[CH:20][CH:21]=3)[C:16]([CH2:35][CH3:36])=[N:15]2)[N:8]=1)(=O)=O.[NH:39]1[CH2:44][CH2:43][CH:42]([NH:45][C:46](=[O:52])[O:47][C:48]([CH3:51])([CH3:50])[CH3:49])[CH2:41][CH2:40]1.C(=O)([O-])[O-].[Cs+].[Cs+].C1(P(C2C=CC=CC=2)C2C=CC3C(=CC=CC=3)C=2C2C3C(=CC=CC=3)C=CC=2P(C2C=CC=CC=2)C2C=CC=CC=2)C=CC=CC=1. Product: [CH2:35]([C:16]1[C:17]2[C:22](=[CH:21][CH:20]=[CH:19][C:18]=2[NH:23][C:24]([C:26]2[N:30]3[CH:31]=[CH:32][CH:33]=[CH:34][C:29]3=[N:28][CH:27]=2)=[O:25])[N:14]([CH2:13][C:9]2[N:8]=[C:7]([N:39]3[CH2:40][CH2:41][CH:42]([NH:45][C:46](=[O:52])[O:47][C:48]([CH3:50])([CH3:49])[CH3:51])[CH2:43][CH2:44]3)[CH:12]=[CH:11][CH:10]=2)[N:15]=1)[CH3:36]. The catalyst class is: 187. (2) Reactant: [F:1][C:2]([F:34])([F:33])[CH2:3][CH2:4][CH:5]([C:17]1[CH:18]=[N:19][C:20]([C:23]2[CH:28]=[CH:27][C:26]([C:29]([F:32])([F:31])[F:30])=[CH:25][CH:24]=2)=[CH:21][CH:22]=1)/[CH:6]=[CH:7]\[C:8]1[CH:16]=[CH:15][C:11]([C:12](O)=[O:13])=[CH:10][CH:9]=1.Cl[C:36]1[C:37]([O:44][CH3:45])=NN=[N:40][C:41]=1OC.CN1CC[O:50]CC1.Cl.NCCC(O)=O. Product: [CH3:45][O:44][C:37](=[O:50])[CH2:36][CH2:41][NH:40][C:12](=[O:13])[C:11]1[CH:15]=[CH:16][C:8](/[CH:7]=[CH:6]\[CH:5]([C:17]2[CH:18]=[N:19][C:20]([C:23]3[CH:24]=[CH:25][C:26]([C:29]([F:32])([F:31])[F:30])=[CH:27][CH:28]=3)=[CH:21][CH:22]=2)[CH2:4][CH2:3][C:2]([F:1])([F:33])[F:34])=[CH:9][CH:10]=1. The catalyst class is: 34. (3) Reactant: [Cl:1][C:2]1[C:7]([CH3:8])=[C:6]([C:9]2[NH:13][N:12]=[N:11][N:10]=2)[C:5]([C:14]2[CH:19]=[CH:18][CH:17]=[C:16]([F:20])[CH:15]=2)=[C:4]([C:21](=O)[CH3:22])[CH:3]=1.C([O-])(=O)C.[NH4+].C([BH3-])#[N:30].[Na+]. Product: [Cl:1][C:2]1[C:7]([CH3:8])=[C:6]([C:9]2[NH:13][N:12]=[N:11][N:10]=2)[C:5]([C:14]2[CH:19]=[CH:18][CH:17]=[C:16]([F:20])[CH:15]=2)=[C:4]([CH:21]([NH2:30])[CH3:22])[CH:3]=1. The catalyst class is: 449. (4) Reactant: [Br:1][C:2]1[C:7]([CH2:8]O)=[CH:6][C:5]([C:10]([F:13])([F:12])[F:11])=[CH:4][N:3]=1.C(Br)(Br)(Br)[Br:15].C1(P(C2C=CC=CC=2)C2C=CC=CC=2)C=CC=CC=1. Product: [Br:1][C:2]1[C:7]([CH2:8][Br:15])=[CH:6][C:5]([C:10]([F:13])([F:12])[F:11])=[CH:4][N:3]=1. The catalyst class is: 2. (5) Reactant: [F:1][C:2]([F:35])([O:6][C:7]1[CH:12]=[CH:11][C:10]([C:13]2[CH:18]=[CH:17][C:16]([S:19]([C:22]3([C:28]([O:30][C:31]([CH3:34])([CH3:33])[CH3:32])=[O:29])[CH2:27][CH2:26][NH:25][CH2:24][CH2:23]3)(=[O:21])=[O:20])=[CH:15][CH:14]=2)=[CH:9][CH:8]=1)[CH:3]([F:5])[F:4].[CH2:36](N(C(C)C)C(C)C)[CH3:37].C(I)C. Product: [CH2:36]([N:25]1[CH2:26][CH2:27][C:22]([S:19]([C:16]2[CH:15]=[CH:14][C:13]([C:10]3[CH:11]=[CH:12][C:7]([O:6][C:2]([F:1])([F:35])[CH:3]([F:4])[F:5])=[CH:8][CH:9]=3)=[CH:18][CH:17]=2)(=[O:20])=[O:21])([C:28]([O:30][C:31]([CH3:32])([CH3:34])[CH3:33])=[O:29])[CH2:23][CH2:24]1)[CH3:37]. The catalyst class is: 42. (6) Reactant: [N:1]1[C:16]2[C:5](=[CH:6][C:7]3[CH:13]4[CH2:14][CH:9]([CH2:10][NH:11][CH2:12]4)[C:8]=3[CH:15]=2)[N:4]=[CH:3][CH:2]=1.[C:17]([OH:26])(=[O:25])[CH:18]([CH:20]([C:22]([OH:24])=[O:23])[OH:21])[OH:19]. Product: [CH:2]1[CH:3]=[N:4][C:5]2[C:16]([N:1]=1)=[CH:15][C:8]1[CH:9]3[CH2:10][NH:11][CH2:12][CH:13]([C:7]=1[CH:6]=2)[CH2:14]3.[CH:18]([OH:19])([C:17]([OH:26])=[O:25])[CH:20]([OH:21])[C:22]([OH:24])=[O:23]. The catalyst class is: 5.